This data is from Peptide-MHC class II binding affinity with 134,281 pairs from IEDB. The task is: Regression. Given a peptide amino acid sequence and an MHC pseudo amino acid sequence, predict their binding affinity value. This is MHC class II binding data. (1) The peptide sequence is AGAWRTAAVELARAL. The MHC is HLA-DQA10401-DQB10402 with pseudo-sequence HLA-DQA10401-DQB10402. The binding affinity (normalized) is 0.738. (2) The peptide sequence is WELGLSPQQICTNFK. The MHC is DRB1_1302 with pseudo-sequence DRB1_1302. The binding affinity (normalized) is 0.386.